From a dataset of Full USPTO retrosynthesis dataset with 1.9M reactions from patents (1976-2016). Predict the reactants needed to synthesize the given product. (1) Given the product [F:16][C:17]([F:36])([F:35])[S:18]([O:1][C:2]1[CH:13]=[CH:12][C:5]2[C:6](=[O:11])[NH:7][CH2:8][CH2:9][CH2:10][C:4]=2[CH:3]=1)(=[O:20])=[O:19], predict the reactants needed to synthesize it. The reactants are: [OH:1][C:2]1[CH:13]=[CH:12][C:5]2[C:6](=[O:11])[NH:7][CH2:8][CH2:9][CH2:10][C:4]=2[CH:3]=1.[H-].[Na+].[F:16][C:17]([F:36])([F:35])[S:18](N(C1C=CC=CC=1)[S:18]([C:17]([F:36])([F:35])[F:16])(=[O:20])=[O:19])(=[O:20])=[O:19]. (2) The reactants are: Cl[C:2]1[C:3]([CH2:14][CH3:15])=[C:4]([CH2:12][CH3:13])[C:5]2[N:6]([C:8]([NH2:11])=[N:9][N:10]=2)[N:7]=1.[O-:16][CH2:17][CH3:18].[Na+].O. Given the product [CH2:17]([O:16][C:2]1[C:3]([CH2:14][CH3:15])=[C:4]([CH2:12][CH3:13])[C:5]2[N:6]([C:8]([NH2:11])=[N:9][N:10]=2)[N:7]=1)[CH3:18], predict the reactants needed to synthesize it.